Dataset: Catalyst prediction with 721,799 reactions and 888 catalyst types from USPTO. Task: Predict which catalyst facilitates the given reaction. Reactant: [CH:1]1[NH:5][C:4]([C:6]2[NH:10][CH:9]=[CH:8][N:7]=2)=[N:3][CH:2]=1.[H-].[Na+].CI.[C:15](OCC)(=O)C. Product: [CH3:15][N:3]1[CH2:2][CH:1]=[N:5][C:4]1=[C:6]1[N:10]=[CH:9][CH:8]=[N:7]1. The catalyst class is: 3.